Dataset: Full USPTO retrosynthesis dataset with 1.9M reactions from patents (1976-2016). Task: Predict the reactants needed to synthesize the given product. (1) Given the product [CH3:29][N:30]1[CH2:31][CH2:32][N:33]([CH2:36][CH2:37][O:38][C:39]2[CH:44]=[CH:43][N:42]3[C:45]([C:48]([NH:28][C:23]4[CH:24]=[CH:25][CH:26]=[C:27]5[C:22]=4[CH:21]=[N:20][N:19]5[CH2:18][C:16]4[CH:15]=[CH:14][CH:13]=[C:12]([CH3:11])[N:17]=4)=[O:49])=[CH:46][N:47]=[C:41]3[CH:40]=2)[CH2:34][CH2:35]1, predict the reactants needed to synthesize it. The reactants are: [Li+].C[Si]([N-][Si](C)(C)C)(C)C.[CH3:11][C:12]1[N:17]=[C:16]([CH2:18][N:19]2[C:27]3[CH:26]=[CH:25][CH:24]=[C:23]([NH2:28])[C:22]=3[CH:21]=[N:20]2)[CH:15]=[CH:14][CH:13]=1.[CH3:29][N:30]1[CH2:35][CH2:34][N:33]([CH2:36][CH2:37][O:38][C:39]2[CH:44]=[CH:43][N:42]3[C:45]([C:48](OCC)=[O:49])=[CH:46][N:47]=[C:41]3[CH:40]=2)[CH2:32][CH2:31]1. (2) The reactants are: [C:1]([O:5][C:6](=[O:15])[NH:7][C:8]1[C:9]([Cl:14])=[N:10][CH:11]=[CH:12][CH:13]=1)([CH3:4])([CH3:3])[CH3:2].[CH2:16](Br)[CH:17]=[CH2:18].C(=O)([O-])[O-].[Cs+].[Cs+]. Given the product [C:1]([O:5][C:6](=[O:15])[N:7]([CH2:18][CH:17]=[CH2:16])[C:8]1[C:9]([Cl:14])=[N:10][CH:11]=[CH:12][CH:13]=1)([CH3:4])([CH3:2])[CH3:3], predict the reactants needed to synthesize it. (3) Given the product [F:11][C:4]1[CH:3]=[C:2]([C:12]2[CH:17]=[CH:16][CH:15]=[CH:14][CH:13]=2)[CH:7]=[CH:6][C:5]=1[N+:8]([O-:10])=[O:9], predict the reactants needed to synthesize it. The reactants are: Cl[C:2]1[CH:7]=[CH:6][C:5]([N+:8]([O-:10])=[O:9])=[C:4]([F:11])[CH:3]=1.[C:12]1(B(O)O)[CH:17]=[CH:16][CH:15]=[CH:14][CH:13]=1.O.P([O-])([O-])([O-])=O.[K+].[K+].[K+].C1(C)C=CC=CC=1. (4) Given the product [CH3:1][O:2][C:3]1[CH:10]=[CH:9][C:6]([CH2:7][NH:8][C:12]2[CH:17]=[C:16]([NH:18][CH2:19][CH2:20][O:21][CH3:22])[C:15]([C:23]([F:24])([F:26])[F:25])=[CH:14][N:13]=2)=[CH:5][CH:4]=1, predict the reactants needed to synthesize it. The reactants are: [CH3:1][O:2][C:3]1[CH:10]=[CH:9][C:6]([CH2:7][NH2:8])=[CH:5][CH:4]=1.Cl[C:12]1[CH:17]=[C:16]([NH:18][CH2:19][CH2:20][O:21][CH3:22])[C:15]([C:23]([F:26])([F:25])[F:24])=[CH:14][N:13]=1. (5) The reactants are: [CH2:1]([O:8][C:9]1[C:10]([C:34]([NH:36][CH2:37][C:38]2[CH:48]=[CH:47][C:46]([F:49])=[CH:45][C:39]=2[C:40]([O:42]CC)=[O:41])=[O:35])=[N:11][C:12]([NH:19][CH2:20][CH2:21][CH2:22][CH2:23][CH2:24][CH2:25][NH:26][C:27]([O:29][C:30]([CH3:33])([CH3:32])[CH3:31])=[O:28])=[C:13]2[C:18]=1[N:17]=[CH:16][CH:15]=[CH:14]2)[C:2]1[CH:7]=[CH:6][CH:5]=[CH:4][CH:3]=1.[OH-].[Na+].Cl. Given the product [CH2:1]([O:8][C:9]1[C:10]([C:34]([NH:36][CH2:37][C:38]2[CH:48]=[CH:47][C:46]([F:49])=[CH:45][C:39]=2[C:40]([OH:42])=[O:41])=[O:35])=[N:11][C:12]([NH:19][CH2:20][CH2:21][CH2:22][CH2:23][CH2:24][CH2:25][NH:26][C:27]([O:29][C:30]([CH3:33])([CH3:32])[CH3:31])=[O:28])=[C:13]2[C:18]=1[N:17]=[CH:16][CH:15]=[CH:14]2)[C:2]1[CH:7]=[CH:6][CH:5]=[CH:4][CH:3]=1, predict the reactants needed to synthesize it. (6) Given the product [Cl:22][C:23]1[C:24]([F:34])=[C:25]([CH2:30][C:31]([N:2]2[C:10]3[C:5](=[CH:6][C:7]([C:11]4[C:19]5[C:14](=[N:15][CH:16]=[N:17][C:18]=5[NH2:20])[N:13]([CH3:21])[N:12]=4)=[CH:8][CH:9]=3)[CH2:4][CH2:3]2)=[O:32])[CH:26]=[CH:27][C:28]=1[F:29], predict the reactants needed to synthesize it. The reactants are: Cl.[NH:2]1[C:10]2[C:5](=[CH:6][C:7]([C:11]3[C:19]4[C:14](=[N:15][CH:16]=[N:17][C:18]=4[NH2:20])[N:13]([CH3:21])[N:12]=3)=[CH:8][CH:9]=2)[CH2:4][CH2:3]1.[Cl:22][C:23]1[C:24]([F:34])=[C:25]([CH2:30][C:31](O)=[O:32])[CH:26]=[CH:27][C:28]=1[F:29].CN(C(ON1N=NC2C=CC=NC1=2)=[N+](C)C)C.F[P-](F)(F)(F)(F)F.CCN(C(C)C)C(C)C.